From a dataset of Full USPTO retrosynthesis dataset with 1.9M reactions from patents (1976-2016). Predict the reactants needed to synthesize the given product. Given the product [C:2]([C:4]1[CH:9]=[CH:8][C:7]([O:10][C:12]2[CH:17]=[CH:16][C:15]([N+:18]([O-:20])=[O:19])=[CH:14][CH:13]=2)=[CH:6][CH:5]=1)(=[O:3])[CH3:1], predict the reactants needed to synthesize it. The reactants are: [CH3:1][C:2]([C:4]1[CH:5]=[CH:6][C:7]([OH:10])=[CH:8][CH:9]=1)=[O:3].F[C:12]1[CH:17]=[CH:16][C:15]([N+:18]([O-:20])=[O:19])=[CH:14][CH:13]=1.